From a dataset of Forward reaction prediction with 1.9M reactions from USPTO patents (1976-2016). Predict the product of the given reaction. The product is: [C:1]([O:5][C:6](=[O:32])[NH:7][C@@H:8]([CH2:9][C:10]1[CH:15]=[CH:14][CH:13]=[CH:12][CH:11]=1)[C:16](=[O:34])/[CH:21]=[CH:20]/[C:22]1[CH:27]=[CH:26][C:25]([N+:28]([O-:30])=[O:29])=[CH:24][CH:23]=1)([CH3:4])([CH3:3])[CH3:2]. Given the reactants [C:1]([O:5][C:6](=[O:32])[NH:7][CH:8]([C:16]1NC(=O)C=[C:20]([C:22]2[CH:27]=[CH:26][C:25]([N+:28]([O-:30])=[O:29])=[CH:24][CH:23]=2)[CH:21]=1)[CH2:9][C:10]1[CH:15]=[CH:14][CH:13]=[CH:12][CH:11]=1)([CH3:4])([CH3:3])[CH3:2].C[O:34]P(CC(=O)[C@@H](NC(OC(C)(C)C)=O)CC1C=CC=CC=1)(=O)OC.[N+](C1C=CC(C=O)=CC=1)([O-])=O.C(=O)([O-])[O-].[K+].[K+], predict the reaction product.